Task: Predict the reaction yield, written as a fraction of the theoretical maximum amount of product (1.0 means a 100% yield; for example, 0.34 means a 34% yield).. Dataset: Reaction yield outcomes from USPTO patents with 853,638 reactions (1) The reactants are [CH2:1]([O:3][C:4]([N:6]1[C:15]2[C:10](=[CH:11][C:12]([C:16]([F:19])([F:18])[F:17])=[CH:13][CH:14]=2)[C:9](=[O:20])[CH2:8][C@H:7]1[CH2:21][CH3:22])=[O:5])[CH3:2].C([BH-](CC(C)C)CC(C)C)C(C)C.[K+].CCC(C)[BH-](C(C)CC)C(C)CC.[K+]. The catalyst is O1CCCC1. The product is [CH2:1]([O:3][C:4]([N:6]1[C:15]2[C:10](=[CH:11][C:12]([C:16]([F:17])([F:18])[F:19])=[CH:13][CH:14]=2)[C@@H:9]([OH:20])[CH2:8][C@H:7]1[CH2:21][CH3:22])=[O:5])[CH3:2]. The yield is 1.00. (2) No catalyst specified. The product is [ClH:1].[CH3:23][C:15](=[CH:16][C:17]1[CH:22]=[CH:21][CH:20]=[CH:19][CH:18]=1)[CH2:14][N:11]1[CH:4]=[C:3]([CH2:2][C:5]2[N:6]=[C:7]([NH2:10])[NH:8][CH:9]=2)[N:13]=[N:12]1. The reactants are [ClH:1].[CH2:2]([C:5]1[N:6]=[C:7]([NH2:10])[NH:8][CH:9]=1)[C:3]#[CH:4].[N:11]([CH2:14][C:15]([CH3:23])=[CH:16][C:17]1[CH:22]=[CH:21][CH:20]=[CH:19][CH:18]=1)=[N+:12]=[N-:13]. The yield is 0.910. (3) The reactants are [C:1]([C:3]1[CH:4]=[C:5]2[C:10](=[CH:11][CH:12]=1)[NH:9][CH2:8][C@@H:7]([NH:13][S:14]([C:17]1[CH:22]=[CH:21][CH:20]=[CH:19][CH:18]=1)(=[O:16])=[O:15])[CH2:6]2)#[N:2].N1C=CC=CC=1.[C:29](Cl)(=[O:36])[C:30]1[CH:35]=[CH:34][CH:33]=[CH:32][CH:31]=1. The catalyst is C(Cl)Cl. The product is [C:29]([N:9]1[C:10]2[C:5](=[CH:4][C:3]([C:1]#[N:2])=[CH:12][CH:11]=2)[CH2:6][C@H:7]([NH:13][S:14]([C:17]2[CH:22]=[CH:21][CH:20]=[CH:19][CH:18]=2)(=[O:16])=[O:15])[CH2:8]1)(=[O:36])[C:30]1[CH:35]=[CH:34][CH:33]=[CH:32][CH:31]=1. The yield is 0.880. (4) The reactants are [NH2:1][CH2:2][C:3]1[CH:4]=[C:5]([OH:9])[CH:6]=[CH:7][CH:8]=1.C(N(CC)C(C)C)(C)C.[C:19]([O:23][C:24](O[C:24]([O:23][C:19]([CH3:22])([CH3:21])[CH3:20])=[O:25])=[O:25])([CH3:22])([CH3:21])[CH3:20]. The catalyst is C(Cl)Cl.C(OCC)(=O)C. The product is [OH:9][C:5]1[CH:4]=[C:3]([CH:8]=[CH:7][CH:6]=1)[CH2:2][NH:1][C:24](=[O:25])[O:23][C:19]([CH3:22])([CH3:21])[CH3:20]. The yield is 1.00. (5) The reactants are C[Mg]Br.[CH3:4]COCC.[CH:9]12[O:14][CH:13]1[CH2:12][N:11]([C:15]([O:17][CH2:18][C:19]1[CH:24]=[CH:23][CH:22]=[CH:21][CH:20]=1)=[O:16])[CH2:10]2. The catalyst is C1COCC1. The product is [OH:14][CH:13]1[CH:9]([CH3:4])[CH2:10][N:11]([C:15]([O:17][CH2:18][C:19]2[CH:24]=[CH:23][CH:22]=[CH:21][CH:20]=2)=[O:16])[CH2:12]1. The yield is 0.880. (6) The reactants are [OH:1][C:2]1[C:3](=[O:9])[CH:4]=[CH:5][CH:6]=[CH:7][CH:8]=1.[N+:10]([C:13]1[CH:18]=[C:17]([N+:19]([O-:21])=[O:20])[CH:16]=[CH:15][C:14]=1[S:22](Cl)(=[O:24])=[O:23])([O-:12])=[O:11]. The catalyst is N1C=CC=CC=1. The product is [N+:10]([C:13]1[CH:18]=[C:17]([N+:19]([O-:21])=[O:20])[CH:16]=[CH:15][C:14]=1[S:22]([O:9][C:3]1[C:2](=[O:1])[CH:8]=[CH:7][CH:6]=[CH:5][CH:4]=1)(=[O:24])=[O:23])([O-:12])=[O:11]. The yield is 0.0600. (7) The reactants are Cl[C:2]1[N:3]=[C:4]([NH:18][CH3:19])[C:5]2[CH2:10][CH2:9][CH:8]([C:11]3[CH:16]=[CH:15][C:14]([F:17])=[CH:13][CH:12]=3)[C:6]=2[N:7]=1.[Cl:20][C:21]1[N:22]=[CH:23][N:24]([C:26]2[CH:32]=[CH:31][C:29]([NH2:30])=[CH:28][C:27]=2[O:33][CH3:34])[CH:25]=1. The catalyst is C1COCC1.C(O)(=O)C. The product is [Cl:20][C:21]1[N:22]=[CH:23][N:24]([C:26]2[CH:32]=[CH:31][C:29]([NH:30][C:2]3[N:3]=[C:4]([NH:18][CH3:19])[C:5]4[CH2:10][CH2:9][CH:8]([C:11]5[CH:16]=[CH:15][C:14]([F:17])=[CH:13][CH:12]=5)[C:6]=4[N:7]=3)=[CH:28][C:27]=2[O:33][CH3:34])[CH:25]=1. The yield is 0.404. (8) The reactants are [CH:1]([NH:3][NH:4][CH:5]=O)=O.C[Si](Cl)(C)C.CC[N:14](CC)CC.N[C:20]1[CH:25]=[CH:24][C:23]([CH2:26][C:27]([OH:29])=[O:28])=[CH:22][CH:21]=1. The catalyst is N1C=CC=CC=1. The product is [N:4]1[N:3]=[CH:1][N:14]([C:23]2([CH2:26][C:27]([OH:29])=[O:28])[CH:24]=[CH:25][CH:20]=[CH:21][CH2:22]2)[CH:5]=1. The yield is 0.930.